The task is: Regression/Classification. Given a drug SMILES string, predict its absorption, distribution, metabolism, or excretion properties. Task type varies by dataset: regression for continuous measurements (e.g., permeability, clearance, half-life) or binary classification for categorical outcomes (e.g., BBB penetration, CYP inhibition). Dataset: approved_pampa_ncats.. This data is from PAMPA permeability data for FDA-approved drugs from NCATS. (1) The molecule is N#CC[C@H](C1CCCC1)n1cc(-c2ncnc3[nH]ccc23)cn1. The result is 0 (low-to-moderate permeability). (2) The drug is CC1=C(SC=[N+]1CC2=CN=C(N=C2N)C)CCO. The result is 1 (high permeability). (3) The drug is C1=C(C=C(C(=C1NC(=O)C(=O)O)Cl)NC(=O)C(=O)O)C#N. The result is 1 (high permeability).